This data is from Cav3 T-type calcium channel HTS with 100,875 compounds. The task is: Binary Classification. Given a drug SMILES string, predict its activity (active/inactive) in a high-throughput screening assay against a specified biological target. (1) The molecule is O=C(NCc1occc1)C(n1c2c(c(c1)C(=O)c1occc1)cccc2)C. The result is 0 (inactive). (2) The compound is O1C2(OCC1)CCN(CC2)C(=O)CNC1CCCCC1. The result is 0 (inactive). (3) The compound is Clc1cc([N+]([O-])=O)c(C(=O)NCc2ccc(Cl)cc2)cc1. The result is 0 (inactive). (4) The compound is OC1C(C(C(O)C1)\C=C\C(O)CCCCC)CCCCCCC(O)=O. The result is 0 (inactive). (5) The compound is Clc1c(c2noc(c2C(=O)NC=2SCCN2)C)c(F)ccc1. The result is 0 (inactive).